From a dataset of Full USPTO retrosynthesis dataset with 1.9M reactions from patents (1976-2016). Predict the reactants needed to synthesize the given product. (1) Given the product [CH3:18][C:2]([CH3:1])([CH3:19])[CH2:3][O:4][C:5]1[CH:13]=[CH:12][C:11]([S:14]([CH3:17])(=[O:16])=[O:15])=[CH:10][C:6]=1[C:7]([N:23]1[CH2:24][CH2:25][N:20]([C:26]2[S:27][C:28]([C:31]#[N:32])=[CH:29][N:30]=2)[CH2:21][CH2:22]1)=[O:9], predict the reactants needed to synthesize it. The reactants are: [CH3:1][C:2]([CH3:19])([CH3:18])[CH2:3][O:4][C:5]1[CH:13]=[CH:12][C:11]([S:14]([CH3:17])(=[O:16])=[O:15])=[CH:10][C:6]=1[C:7]([OH:9])=O.[N:20]1([C:26]2[S:27][C:28]([C:31]#[N:32])=[CH:29][N:30]=2)[CH2:25][CH2:24][NH:23][CH2:22][CH2:21]1. (2) The reactants are: [CH:1]([O:4][C:5]([N:7]1[C:16]2[C:11](=[N:12][C:13]([O:17][CH3:18])=[CH:14][CH:15]=2)[C@H:10]([NH:19][CH2:20][C:21]2[CH:26]=[C:25]([C:27]([F:30])([F:29])[F:28])[CH:24]=[C:23]([C:31]([F:34])([F:33])[F:32])[CH:22]=2)[CH2:9][C@@H:8]1[CH3:35])=[O:6])([CH3:3])[CH3:2].[F:36][C:37]1[CH:38]=[C:39]([CH:43]=[C:44]([C:46]([F:49])([F:48])[F:47])[CH:45]=1)[C:40](Cl)=[O:41]. Given the product [CH:1]([O:4][C:5]([N:7]1[C:16]2[C:11](=[N:12][C:13]([O:17][CH3:18])=[CH:14][CH:15]=2)[C@H:10]([N:19]([CH2:20][C:21]2[CH:26]=[C:25]([C:27]([F:28])([F:29])[F:30])[CH:24]=[C:23]([C:31]([F:34])([F:33])[F:32])[CH:22]=2)[C:40](=[O:41])[C:39]2[CH:43]=[C:44]([C:46]([F:47])([F:48])[F:49])[CH:45]=[C:37]([F:36])[CH:38]=2)[CH2:9][C@@H:8]1[CH3:35])=[O:6])([CH3:3])[CH3:2], predict the reactants needed to synthesize it.